Task: Predict which catalyst facilitates the given reaction.. Dataset: Catalyst prediction with 721,799 reactions and 888 catalyst types from USPTO (1) Reactant: [Si:1]([O:8][CH2:9][C:10]1([CH3:30])[S:16][CH2:15][CH2:14][N:13]2[C:17]([C:20]3([C:23]4[CH:28]=[CH:27][C:26](Cl)=[CH:25][CH:24]=4)[CH2:22][CH2:21]3)=[N:18][N:19]=[C:12]2[CH2:11]1)([C:4]([CH3:7])([CH3:6])[CH3:5])([CH3:3])[CH3:2].[N:31]1([C:36]([C:38]2[CH:43]=[CH:42][C:41](B(O)O)=[CH:40][CH:39]=2)=[O:37])[CH2:35][CH2:34][CH2:33][CH2:32]1.C1(P(C2CCCCC2)C2CCCCC2)CCCCC1.P([O-])([O-])([O-])=O.[K+].[K+].[K+]. Product: [Si:1]([O:8][CH2:9][C:10]1([CH3:30])[S:16][CH2:15][CH2:14][N:13]2[C:17]([C:20]3([C:23]4[CH:28]=[CH:27][C:26]([C:41]5[CH:40]=[CH:39][C:38]([C:36]([N:31]6[CH2:32][CH2:33][CH2:34][CH2:35]6)=[O:37])=[CH:43][CH:42]=5)=[CH:25][CH:24]=4)[CH2:22][CH2:21]3)=[N:18][N:19]=[C:12]2[CH2:11]1)([C:4]([CH3:7])([CH3:6])[CH3:5])([CH3:3])[CH3:2]. The catalyst class is: 333. (2) Reactant: [CH3:1][C:2]1[N:6]([CH2:7][C:8]2[CH:13]=[CH:12][CH:11]=[CH:10][C:9]=2[O:14][CH3:15])[N:5]=[C:4]([N:16]2C(=O)C3C(=CC=CC=3)C2=O)[CH:3]=1.O.NN. Product: [CH3:1][C:2]1[N:6]([CH2:7][C:8]2[CH:13]=[CH:12][CH:11]=[CH:10][C:9]=2[O:14][CH3:15])[N:5]=[C:4]([NH2:16])[CH:3]=1. The catalyst class is: 14. (3) Reactant: [C:1]([O:5][C:6](=[O:21])[CH2:7][NH:8][CH2:9][C:10]1[N:15]=[C:14]([C:16]([O:18][CH2:19][CH3:20])=[O:17])[CH:13]=[CH:12][CH:11]=1)([CH3:4])([CH3:3])[CH3:2].O.C(=O)([O-])O.[Na+].Cl[C:29]([O:31][CH2:32][C:33]1[CH:38]=[CH:37][CH:36]=[CH:35][CH:34]=1)=[O:30]. Product: [CH2:32]([O:31][C:29]([N:8]([CH2:9][C:10]1[N:15]=[C:14]([C:16]([O:18][CH2:19][CH3:20])=[O:17])[CH:13]=[CH:12][CH:11]=1)[CH2:7][C:6]([O:5][C:1]([CH3:4])([CH3:3])[CH3:2])=[O:21])=[O:30])[C:33]1[CH:38]=[CH:37][CH:36]=[CH:35][CH:34]=1. The catalyst class is: 7.